This data is from Reaction yield outcomes from USPTO patents with 853,638 reactions. The task is: Predict the reaction yield, written as a fraction of the theoretical maximum amount of product (1.0 means a 100% yield; for example, 0.34 means a 34% yield). (1) The reactants are I([O-])(=O)(=O)=O.[Na+].[CH:7]([C:10]1[CH:15]=[CH:14][C:13]([CH:16]2[C:20]3[C:21]([CH3:37])=[C:22]([O:27][CH2:28][C:29]4[CH:34]=[CH:33][C:32]([S:35][CH3:36])=[CH:31][CH:30]=4)[C:23]([CH3:26])=[C:24]([CH3:25])[C:19]=3[O:18][C:17]2([CH3:39])[CH3:38])=[CH:12][CH:11]=1)([CH3:9])[CH3:8].O.C(OCC)(=[O:43])C. The catalyst is C(O)C. The product is [CH:7]([C:10]1[CH:11]=[CH:12][C:13]([CH:16]2[C:20]3[C:21]([CH3:37])=[C:22]([O:27][CH2:28][C:29]4[CH:30]=[CH:31][C:32]([S:35]([CH3:36])=[O:43])=[CH:33][CH:34]=4)[C:23]([CH3:26])=[C:24]([CH3:25])[C:19]=3[O:18][C:17]2([CH3:39])[CH3:38])=[CH:14][CH:15]=1)([CH3:9])[CH3:8]. The yield is 0.790. (2) The reactants are [Br:1][C:2]1[CH:3]=[N:4][C:5]2[N:6]([CH:8]=[C:9]([C:11]3[CH:16]=[C:15]([N+:17]([O-])=O)[CH:14]=[CH:13][C:12]=3[Cl:20])[N:10]=2)[CH:7]=1.O.O.Cl[Sn]Cl. The catalyst is C(O)C. The product is [Br:1][C:2]1[CH:3]=[N:4][C:5]2[N:6]([CH:8]=[C:9]([C:11]3[CH:16]=[C:15]([CH:14]=[CH:13][C:12]=3[Cl:20])[NH2:17])[N:10]=2)[CH:7]=1. The yield is 0.280. (3) The product is [CH3:22][N:7]1[CH2:8][CH:9]([C:16]2[CH:17]=[N:18][CH:19]=[CH:20][CH:21]=2)[C:10]2[C:15](=[CH:14][C:13]([O:39][CH2:35][CH2:36][CH2:37][N:23]3[CH2:28][CH2:27][CH2:26][CH2:25][CH2:24]3)=[CH:12][CH:11]=2)[CH2:6]1. The reactants are ClCCCO[CH:6]1[C:15]2[C:10](=[CH:11][CH:12]=[CH:13][CH:14]=2)[CH:9]([C:16]2[CH:17]=[N:18][CH:19]=[CH:20][CH:21]=2)[CH2:8][N:7]1[CH3:22].[NH:23]1[CH2:28][CH2:27][CH2:26][CH2:25][CH2:24]1.C([O-])([O-])=O.[Na+].[Na+].[CH2:35]([OH:39])[CH2:36][CH2:37]C. The yield is 0.120. No catalyst specified. (4) The reactants are [C:1]([O:5][C:6](=[O:37])[NH:7][C@@H:8]([CH2:28][CH2:29][C:30]1[CH:35]=[CH:34][CH:33]=[CH:32][C:31]=1[NH2:36])[CH2:9][O:10][Si:11]([C:24]([CH3:27])([CH3:26])[CH3:25])([C:18]1[CH:23]=[CH:22][CH:21]=[CH:20][CH:19]=1)[C:12]1[CH:17]=[CH:16][CH:15]=[CH:14][CH:13]=1)([CH3:4])([CH3:3])[CH3:2].[CH3:38][O:39][C:40]([NH:42][C@H:43]([C:57](O)=[O:58])[CH:44]([C:51]1[CH:56]=[CH:55][CH:54]=[CH:53][CH:52]=1)[C:45]1[CH:50]=[CH:49][CH:48]=[CH:47][CH:46]=1)=[O:41].CN(C(ON1N=NC2C=CC=NC1=2)=[N+](C)C)C.F[P-](F)(F)(F)(F)F. The catalyst is CN(C1C=CN=CC=1)C. The product is [CH3:38][O:39][C:40](=[O:41])[NH:42][C@@H:43]([CH:44]([C:45]1[CH:46]=[CH:47][CH:48]=[CH:49][CH:50]=1)[C:51]1[CH:52]=[CH:53][CH:54]=[CH:55][CH:56]=1)[C:57]([NH:36][C:31]1[CH:32]=[CH:33][CH:34]=[CH:35][C:30]=1[CH2:29][CH2:28][C@H:8]([NH:7][C:6]([O:5][C:1]([CH3:2])([CH3:3])[CH3:4])=[O:37])[CH2:9][O:10][Si:11]([C:24]([CH3:27])([CH3:26])[CH3:25])([C:12]1[CH:17]=[CH:16][CH:15]=[CH:14][CH:13]=1)[C:18]1[CH:19]=[CH:20][CH:21]=[CH:22][CH:23]=1)=[O:58]. The yield is 0.820. (5) The reactants are [CH3:1][O:2][CH2:3][O:4][C:5]1[CH:10]=[C:9]([O:11][CH2:12][O:13][CH3:14])[CH:8]=[CH:7][C:6]=1[CH:15]1[CH2:20][CH2:19][CH2:18][CH:17]([CH2:21][OH:22])[CH2:16]1.CC(C)=[O:25]. The catalyst is S(=O)(=O)(O)O.[O-2].[Cr+6].[O-2].[O-2]. The product is [CH3:1][O:2][CH2:3][O:4][C:5]1[CH:10]=[C:9]([O:11][CH2:12][O:13][CH3:14])[CH:8]=[CH:7][C:6]=1[CH:15]1[CH2:20][CH2:19][CH2:18][CH:17]([C:21]([OH:25])=[O:22])[CH2:16]1. The yield is 0.290. (6) The reactants are [N:1]1([CH2:7][CH2:8][NH:9][C:10]([C:12]2[NH:13][C:14]([CH:17]=[C:18]3[C:26]4[C:25]([Cl:27])=[N:24][CH:23]=[N:22][C:21]=4[NH:20][C:19]3=[O:28])=[CH:15][CH:16]=2)=[O:11])[CH2:6][CH2:5][O:4][CH2:3][CH2:2]1.[C:29]([C:31]1[CH:32]=[C:33]([CH:35]=[CH:36][CH:37]=1)[NH2:34])#[CH:30]. No catalyst specified. The product is [ClH:27].[N:1]1([CH2:7][CH2:8][NH:9][C:10]([C:12]2[NH:13][C:14]([CH:17]=[C:18]3[C:26]4[C:25]([NH:34][C:33]5[CH:35]=[CH:36][CH:37]=[C:31]([C:29]#[CH:30])[CH:32]=5)=[N:24][CH:23]=[N:22][C:21]=4[NH:20][C:19]3=[O:28])=[CH:15][CH:16]=2)=[O:11])[CH2:6][CH2:5][O:4][CH2:3][CH2:2]1. The yield is 0.200. (7) The reactants are FC(F)(F)S(O[C:7]1[CH:16]=[CH:15][C:14]2[C:9](=[CH:10][CH:11]=[C:12]([O:17][CH3:18])[CH:13]=2)[C:8]=1[Br:19])(=O)=O.[CH3:22][O:23][C:24]([C:26]1[CH:31]=[CH:30][C:29](B(O)O)=[CH:28][CH:27]=1)=[O:25].C([O-])([O-])=O.[Na+].[Na+]. The catalyst is C1(C)C=CC=CC=1.CCO. The product is [Br:19][C:8]1[C:9]2[C:14](=[CH:13][C:12]([O:17][CH3:18])=[CH:11][CH:10]=2)[CH:15]=[CH:16][C:7]=1[C:29]1[CH:30]=[CH:31][C:26]([C:24]([O:23][CH3:22])=[O:25])=[CH:27][CH:28]=1. The yield is 0.450. (8) The reactants are [C:1]([C:5]1[CH:10]=[CH:9][C:8]([S:11]([NH:14][C:15]2[CH:16]=[C:17]3[C:21](=[CH:22][CH:23]=2)[NH:20][C:19]([C:24](O)=[O:25])=[C:18]3[C:27]2[CH:32]=[CH:31][CH:30]=[C:29]([F:33])[CH:28]=2)(=[O:13])=[O:12])=[CH:7][CH:6]=1)([CH3:4])([CH3:3])[CH3:2].[C:34]([NH:37][CH2:38][CH2:39][NH2:40])(=[O:36])[CH3:35]. The catalyst is ClCCl.CO. The product is [C:34]([NH:37][CH2:38][CH2:39][NH:40][C:24]([C:19]1[NH:20][C:21]2[C:17]([C:18]=1[C:27]1[CH:32]=[CH:31][CH:30]=[C:29]([F:33])[CH:28]=1)=[CH:16][C:15]([NH:14][S:11]([C:8]1[CH:7]=[CH:6][C:5]([C:1]([CH3:2])([CH3:4])[CH3:3])=[CH:10][CH:9]=1)(=[O:12])=[O:13])=[CH:23][CH:22]=2)=[O:25])(=[O:36])[CH3:35]. The yield is 0.260.